This data is from Forward reaction prediction with 1.9M reactions from USPTO patents (1976-2016). The task is: Predict the product of the given reaction. (1) Given the reactants [Cl:1][C:2]1[CH:7]=[CH:6][C:5]([CH:8]([C:27]2[CH:32]=[CH:31][C:30]([Cl:33])=[CH:29][CH:28]=2)[N:9]2[CH2:14][CH2:13][N:12]([C:15]([O:17][CH:18]([C:23](OC)=[O:24])[C:19]([F:22])([F:21])[F:20])=[O:16])[CH2:11][CH2:10]2)=[CH:4][CH:3]=1.[CH3:34][NH2:35], predict the reaction product. The product is: [Cl:1][C:2]1[CH:7]=[CH:6][C:5]([CH:8]([C:27]2[CH:28]=[CH:29][C:30]([Cl:33])=[CH:31][CH:32]=2)[N:9]2[CH2:14][CH2:13][N:12]([C:15]([O:17][CH:18]([C:23]([NH:35][CH3:34])=[O:24])[C:19]([F:20])([F:21])[F:22])=[O:16])[CH2:11][CH2:10]2)=[CH:4][CH:3]=1. (2) Given the reactants [C:1]([C:5]1[C:10]([C:11](O)=[O:12])=[CH:9][N:8]=[C:7]([NH:14][C:15]2[CH:20]=[CH:19][CH:18]=[C:17]([Cl:21])[CH:16]=2)[N:6]=1)([CH3:4])([CH3:3])[CH3:2].[BH4-].[Na+], predict the reaction product. The product is: [C:1]([C:5]1[C:10]([CH2:11][OH:12])=[CH:9][N:8]=[C:7]([NH:14][C:15]2[CH:20]=[CH:19][CH:18]=[C:17]([Cl:21])[CH:16]=2)[N:6]=1)([CH3:4])([CH3:2])[CH3:3]. (3) Given the reactants [C:9](O[C:9]([O:11][C:12]([CH3:15])([CH3:14])[CH3:13])=[O:10])([O:11][C:12]([CH3:15])([CH3:14])[CH3:13])=[O:10].[CH2:16]([N:23]1[CH2:28][CH2:27][NH:26][CH:25]([CH2:29][CH2:30][OH:31])[CH2:24]1)[C:17]1[CH:22]=[CH:21][CH:20]=[CH:19][CH:18]=1, predict the reaction product. The product is: [CH2:16]([N:23]1[CH2:28][CH2:27][N:26]([C:9]([O:11][C:12]([CH3:13])([CH3:14])[CH3:15])=[O:10])[CH:25]([CH2:29][CH2:30][OH:31])[CH2:24]1)[C:17]1[CH:18]=[CH:19][CH:20]=[CH:21][CH:22]=1. (4) Given the reactants [Cl:1][C:2]1[C:3]([CH3:12])=[C:4]([C:10]#[N:11])[C:5](=[S:9])[NH:6][C:7]=1[CH3:8].[OH-].[K+].Cl[CH2:16][C:17]#[N:18], predict the reaction product. The product is: [NH2:11][C:10]1[C:4]2[C:5](=[N:6][C:7]([CH3:8])=[C:2]([Cl:1])[C:3]=2[CH3:12])[S:9][C:16]=1[C:17]#[N:18]. (5) Given the reactants [CH2:1]([N:4]1[CH2:9][CH2:8][CH:7]([C:10]2[CH:11]=[C:12]([OH:16])[CH:13]=[CH:14][CH:15]=2)[CH2:6][CH2:5]1)[CH2:2][CH3:3].C(N(CC)CC)C.[CH3:24][S:25](Cl)(=[O:27])=[O:26], predict the reaction product. The product is: [CH2:1]([N:4]1[CH2:5][CH2:6][CH:7]([C:10]2[CH:11]=[C:12]([O:16][S:25]([CH3:24])(=[O:27])=[O:26])[CH:13]=[CH:14][CH:15]=2)[CH2:8][CH2:9]1)[CH2:2][CH3:3].